From a dataset of Forward reaction prediction with 1.9M reactions from USPTO patents (1976-2016). Predict the product of the given reaction. (1) Given the reactants C([N:8]1[C@H:22]([CH3:23])[CH2:21][N:11]2[C:12](=[O:20])[C:13]3[CH:14]=[CH:15][CH:16]=[CH:17][C:18]=3[CH2:19][C@@H:10]2[CH2:9]1)C1C=CC=CC=1.[H][H], predict the reaction product. The product is: [CH3:23][C@@H:22]1[CH2:21][N:11]2[C:12](=[O:20])[C:13]3[CH:14]=[CH:15][CH:16]=[CH:17][C:18]=3[CH2:19][C@@H:10]2[CH2:9][NH:8]1. (2) The product is: [C:1]([O:5][C:6]([NH:8][C@H:9]([C:17]([O:19][C:20]([CH3:23])([CH3:22])[CH3:21])=[O:18])[CH2:10][CH2:11][S:12][CH2:13][CH2:14][CH2:15][O:16][S:42]([C:39]1[CH:40]=[CH:41][C:36]([CH3:46])=[CH:37][CH:38]=1)(=[O:44])=[O:43])=[O:7])([CH3:3])([CH3:4])[CH3:2]. Given the reactants [C:1]([O:5][C:6]([NH:8][C@H:9]([C:17]([O:19][C:20]([CH3:23])([CH3:22])[CH3:21])=[O:18])[CH2:10][CH2:11][S:12][CH2:13][CH2:14][CH2:15][OH:16])=[O:7])([CH3:4])([CH3:3])[CH3:2].CN(C)CCCCCCN(C)C.[C:36]1([CH3:46])[CH:41]=[CH:40][C:39]([S:42](Cl)(=[O:44])=[O:43])=[CH:38][CH:37]=1, predict the reaction product. (3) Given the reactants [NH2:1][C:2]1[CH:7]=[C:6]([CH3:8])[C:5]([N+:9]([O-])=O)=[CH:4][N:3]=1.[H][H], predict the reaction product. The product is: [NH2:1][C:2]1[CH:7]=[C:6]([CH3:8])[C:5]([NH2:9])=[CH:4][N:3]=1. (4) The product is: [Cl:1][C:2]1[N:7]=[C:6]([NH:30][C:27]2[CH:26]=[C:25]([O:24][CH:21]([CH3:23])[CH3:22])[NH:29][N:28]=2)[C:5]([N+:9]([O-:11])=[O:10])=[CH:4][N:3]=1. Given the reactants [Cl:1][C:2]1[N:7]=[C:6](Cl)[C:5]([N+:9]([O-:11])=[O:10])=[CH:4][N:3]=1.CCN(C(C)C)C(C)C.[CH:21]([O:24][C:25]1[NH:29][N:28]=[C:27]([NH2:30])[CH:26]=1)([CH3:23])[CH3:22], predict the reaction product. (5) Given the reactants [C:1]([N:8]1[CH2:12][CH2:11][CH2:10][CH2:9]1)([O:3][C:4]([CH3:7])([CH3:6])[CH3:5])=[O:2].C([Li])(CC)C.[N:18]1[CH:23]=[CH:22][CH:21]=[CH:20][C:19]=1[CH:24]=[O:25], predict the reaction product. The product is: [OH:25][CH:24]([C:19]1[CH:20]=[CH:21][CH:22]=[CH:23][N:18]=1)[CH:12]1[CH2:11][CH2:10][CH2:9][N:8]1[C:1]([O:3][C:4]([CH3:7])([CH3:6])[CH3:5])=[O:2].